This data is from Full USPTO retrosynthesis dataset with 1.9M reactions from patents (1976-2016). The task is: Predict the reactants needed to synthesize the given product. (1) Given the product [NH2:47][CH2:55][CH2:56][O:40][CH2:39][C:11]1[N:10]=[C:9]([CH3:44])[C:8]([C:6]([OH:5])=[O:7])=[C:13]([C:14]2[CH:19]=[CH:18][CH:17]=[C:16]([Cl:20])[CH:15]=2)[C:12]=1[C:21](=[O:38])[NH:22][CH2:23][CH2:24][CH:25]([C:26]1[CH:31]=[CH:30][CH:29]=[CH:28][CH:27]=1)[C:32]1[CH:33]=[CH:34][CH:35]=[CH:36][CH:37]=1, predict the reactants needed to synthesize it. The reactants are: C(CC[O:5][C:6]([C:8]1[CH:13]([C:14]2[CH:19]=[CH:18][CH:17]=[C:16]([Cl:20])[CH:15]=2)[C:12]([C:21](=[O:38])[NH:22][CH2:23][CH2:24][CH:25]([C:32]2[CH:37]=[CH:36][CH:35]=[CH:34][CH:33]=2)[C:26]2[CH:31]=[CH:30][CH:29]=[CH:28][CH:27]=2)=[C:11]([CH2:39][O:40]CCCl)[NH:10][C:9]=1[CH3:44])=[O:7])#N.[I-].[Na+].[N-:47]=[N+]=[N-].[Na+].C(O[CH2:55][CH3:56])(=O)C. (2) Given the product [CH3:1][C:2]1[CH:7]=[CH:6][C:5]([NH2:8])=[CH:4][C:3]=1[CH:19]1[CH2:20][CH2:21][N:22]([CH2:25][C:26]2[CH:27]=[CH:28][C:29]([O:32][C:33]3[CH:38]=[C:37]([F:39])[C:36]([F:40])=[CH:35][C:34]=3[F:41])=[CH:30][CH:31]=2)[CH2:23][CH2:24]1, predict the reactants needed to synthesize it. The reactants are: [CH3:1][C:2]1[CH:7]=[CH:6][C:5]([NH:8]C(OCC2C=CC=CC=2)=O)=[CH:4][C:3]=1[CH:19]1[CH2:24][CH2:23][N:22]([CH2:25][C:26]2[CH:31]=[CH:30][C:29]([O:32][C:33]3[CH:38]=[C:37]([F:39])[C:36]([F:40])=[CH:35][C:34]=3[F:41])=[CH:28][CH:27]=2)[CH2:21][CH2:20]1. (3) Given the product [CH2:33]([N:3]([CH2:1][CH3:2])[C:4]1[N:9]=[C:8]([NH:10][CH:11]([CH2:19][C:20]2[CH:25]=[CH:24][C:23]([O:26][C:27](=[O:31])[N:28]([CH3:29])[CH3:30])=[CH:22][CH:21]=2)[C:12]([O:14][C:15]([CH3:18])([CH3:16])[CH3:17])=[O:13])[C:7]([NH:32][S:42]([C:39]2[CH:40]=[CH:41][C:36]([F:35])=[CH:37][CH:38]=2)(=[O:44])=[O:43])=[CH:6][N:5]=1)[CH3:34], predict the reactants needed to synthesize it. The reactants are: [CH2:1]([N:3]([CH2:33][CH3:34])[C:4]1[N:9]=[C:8]([NH:10][CH:11]([CH2:19][C:20]2[CH:25]=[CH:24][C:23]([O:26][C:27](=[O:31])[N:28]([CH3:30])[CH3:29])=[CH:22][CH:21]=2)[C:12]([O:14][C:15]([CH3:18])([CH3:17])[CH3:16])=[O:13])[C:7]([NH2:32])=[CH:6][N:5]=1)[CH3:2].[F:35][C:36]1[CH:41]=[CH:40][C:39]([S:42](Cl)(=[O:44])=[O:43])=[CH:38][CH:37]=1.CN(C)CCCN. (4) Given the product [CH2:1]([O:8][CH2:9][C@@H:10]([C:13]1[CH:18]=[CH:17][C:16]([B:26]([OH:29])[OH:27])=[CH:15][C:14]=1[CH3:20])[CH2:11][F:12])[C:2]1[CH:7]=[CH:6][CH:5]=[CH:4][CH:3]=1, predict the reactants needed to synthesize it. The reactants are: [CH2:1]([O:8][CH2:9][C@@H:10]([C:13]1[CH:18]=[CH:17][C:16](Br)=[CH:15][C:14]=1[CH3:20])[CH2:11][F:12])[C:2]1[CH:7]=[CH:6][CH:5]=[CH:4][CH:3]=1.[Li]CCCC.[B:26](OC)([O:29]C)[O:27]C.Cl. (5) Given the product [Cl:1][C:2]1[CH:3]=[C:4]([CH:20]=[CH:21][CH:22]=1)[CH2:5][O:6][C:7]1[CH:16]=[C:15]2[C:10]([CH:11]=[C:12]([C:17]([Cl:26])=[O:18])[CH:13]=[N:14]2)=[CH:9][CH:8]=1, predict the reactants needed to synthesize it. The reactants are: [Cl:1][C:2]1[CH:3]=[C:4]([CH:20]=[CH:21][CH:22]=1)[CH2:5][O:6][C:7]1[CH:16]=[C:15]2[C:10]([CH:11]=[C:12]([C:17](O)=[O:18])[CH:13]=[N:14]2)=[CH:9][CH:8]=1.C(Cl)(=O)C([Cl:26])=O. (6) Given the product [CH3:25][C:24]1[C:19]([CH2:18][O:17][C:14]2[CH:15]=[CH:16][N:11]([CH2:10][CH2:9][C:6]3[CH:7]=[CH:8][C:3]([CH2:2][N:27]4[CH2:32][CH2:31][CH:30]([NH:33][C:34](=[O:36])[CH3:35])[CH2:29][CH2:28]4)=[CH:4][CH:5]=3)[C:12](=[O:26])[CH:13]=2)=[N:20][CH:21]=[CH:22][CH:23]=1, predict the reactants needed to synthesize it. The reactants are: Br[CH2:2][C:3]1[CH:8]=[CH:7][C:6]([CH2:9][CH2:10][N:11]2[CH:16]=[CH:15][C:14]([O:17][CH2:18][C:19]3[C:24]([CH3:25])=[CH:23][CH:22]=[CH:21][N:20]=3)=[CH:13][C:12]2=[O:26])=[CH:5][CH:4]=1.[NH:27]1[CH2:32][CH2:31][CH:30]([NH:33][C:34](=[O:36])[CH3:35])[CH2:29][CH2:28]1. (7) Given the product [N+:1]([C:4]1[CH:9]=[CH:8][C:7]([S:10]([N:13]2[C:22]3([CH2:27][CH2:26][O:25][CH2:24][CH2:23]3)[CH2:21][CH2:20][CH:14]2[C:15]([O:17][CH2:18][CH3:19])=[O:16])(=[O:11])=[O:12])=[CH:6][CH:5]=1)([O-:3])=[O:2], predict the reactants needed to synthesize it. The reactants are: [N+:1]([C:4]1[CH:9]=[CH:8][C:7]([S:10]([NH:13][CH:14]([CH2:20][CH:21]=[C:22]2[CH2:27][CH2:26][O:25][CH2:24][CH2:23]2)[C:15]([O:17][CH2:18][CH3:19])=[O:16])(=[O:12])=[O:11])=[CH:6][CH:5]=1)([O-:3])=[O:2].FC(F)(F)S(O)(=O)=O. (8) Given the product [CH2:33]([N:35]([CH2:26][C:25]1[CH:24]=[CH:23][C:22]([CH:9]2[NH:10][C:11]3[C:12]4[C:13](=[N:14][NH:15][C:16](=[O:21])[C:17]=4[CH:18]=[CH:19][CH:20]=3)[CH:8]2[C:5]2[CH:4]=[CH:3][C:2]([F:1])=[CH:7][CH:6]=2)=[CH:29][CH:28]=1)[CH2:36][CH3:37])[CH3:34], predict the reactants needed to synthesize it. The reactants are: [F:1][C:2]1[CH:7]=[CH:6][C:5]([CH:8]2[C:13]3=[N:14][NH:15][C:16](=[O:21])[C:17]4[CH:18]=[CH:19][CH:20]=[C:11]([C:12]=43)[NH:10][CH:9]2[C:22]2[CH:29]=[CH:28][C:25]([CH:26]=O)=[CH:24][CH:23]=2)=[CH:4][CH:3]=1.C(Cl)Cl.[CH2:33]([NH:35][CH2:36][CH3:37])[CH3:34].[BH4-].[Na+]. (9) The reactants are: [C:1]([N:5]1[CH:9]=[C:8]([NH:10][C:11]([NH:13][C:14]2[CH:19]=[C:18]([C:20]3[C:31](=[O:32])[N:30]([CH3:33])[C:23]4[N:24]=[C:25](SC)[N:26]=[CH:27][C:22]=4[CH:21]=3)[CH:17]=[CH:16][C:15]=2[F:34])=[O:12])[CH:7]=[N:6]1)([CH3:4])([CH3:3])[CH3:2].[CH3:35][NH2:36]. Given the product [C:1]([N:5]1[CH:9]=[C:8]([NH:10][C:11]([NH:13][C:14]2[CH:19]=[C:18]([C:20]3[C:31](=[O:32])[N:30]([CH3:33])[C:23]4[N:24]=[C:25]([NH:36][CH3:35])[N:26]=[CH:27][C:22]=4[CH:21]=3)[CH:17]=[CH:16][C:15]=2[F:34])=[O:12])[CH:7]=[N:6]1)([CH3:4])([CH3:3])[CH3:2], predict the reactants needed to synthesize it.